From a dataset of Full USPTO retrosynthesis dataset with 1.9M reactions from patents (1976-2016). Predict the reactants needed to synthesize the given product. Given the product [N:26]1([C:32]([O:19][C:4]2[CH:3]=[C:2]([Cl:1])[N:7]=[N:6][C:5]=2[O:8][C:9]2[C:14]([CH3:15])=[CH:13][CH:12]=[CH:11][C:10]=2[CH:16]2[CH2:18][CH2:17]2)=[O:33])[CH2:31][CH2:30][O:29][CH2:28][CH2:27]1, predict the reactants needed to synthesize it. The reactants are: [Cl:1][C:2]1[N:7]=[N:6][C:5]([O:8][C:9]2[C:14]([CH3:15])=[CH:13][CH:12]=[CH:11][C:10]=2[CH:16]2[CH2:18][CH2:17]2)=[C:4]([OH:19])[CH:3]=1.C(=O)([O-])[O-].[K+].[K+].[N:26]1([C:32](Cl)=[O:33])[CH2:31][CH2:30][O:29][CH2:28][CH2:27]1.